From a dataset of Peptide-MHC class I binding affinity with 185,985 pairs from IEDB/IMGT. Regression. Given a peptide amino acid sequence and an MHC pseudo amino acid sequence, predict their binding affinity value. This is MHC class I binding data. (1) The peptide sequence is ETESATLFT. The MHC is HLA-B15:17 with pseudo-sequence HLA-B15:17. The binding affinity (normalized) is 0.0847. (2) The peptide sequence is APAKKAAAK. The MHC is HLA-B15:01 with pseudo-sequence HLA-B15:01. The binding affinity (normalized) is 0.0847.